From a dataset of KCNQ2 potassium channel screen with 302,405 compounds. Binary Classification. Given a drug SMILES string, predict its activity (active/inactive) in a high-throughput screening assay against a specified biological target. (1) The drug is s1c(C(N(CC=C)C(=O)c2nnsc2)C(=O)NCc2ccccc2)ccc1. The result is 0 (inactive). (2) The compound is S(=O)(=O)(NC(Cc1ccccc1)C(=O)NCC(OCC)=O)c1cc2CCC(=O)Nc2cc1. The result is 0 (inactive). (3) The drug is S(=O)(=O)(N1C(Cc2c(C1)cccc2)C(=O)N(C)C)c1c(onc1C)C. The result is 0 (inactive). (4) The drug is S(CC(=O)NC1CCCC1)c1n(CCCC)c(nn1)c1occc1. The result is 0 (inactive). (5) The molecule is O1C(OCc2ccc(cc2)CO)CC(c2c3c(n(c2)C(=O)C)cccc3)C=C1C(=O)NCC#C. The result is 0 (inactive). (6) The drug is s1c(NC(=O)c2c(noc2C)CO)ncc1. The result is 0 (inactive). (7) The molecule is S(C(=O)c1ccc(cc1)C)c1c(=O)ccccc1. The result is 1 (active). (8) The compound is o1c2c(c3c(c(nc(CCC)c3)NC(=O)C)c1=O)cccc2. The result is 0 (inactive).